This data is from Full USPTO retrosynthesis dataset with 1.9M reactions from patents (1976-2016). The task is: Predict the reactants needed to synthesize the given product. (1) Given the product [CH2:1]([O:3][C:4]([N:6]1[CH2:12][CH:11]([NH:13][C:42]([C:36]2[CH:35]=[C:34]3[C:39]([CH2:40][CH2:41][N:32]([C:30]([O:29][C:25]([CH3:28])([CH3:27])[CH3:26])=[O:31])[CH2:33]3)=[CH:38][CH:37]=2)=[O:43])[C:10]2=[N:14][C:15]([C:19]3[CH:20]=[CH:21][N:22]=[CH:23][CH:24]=3)=[CH:16][C:17](=[O:18])[N:9]2[CH2:8][CH2:7]1)=[O:5])[CH3:2], predict the reactants needed to synthesize it. The reactants are: [CH2:1]([O:3][C:4]([N:6]1[CH2:12][CH:11]([NH2:13])[C:10]2=[N:14][C:15]([C:19]3[CH:24]=[CH:23][N:22]=[CH:21][CH:20]=3)=[CH:16][C:17](=[O:18])[N:9]2[CH2:8][CH2:7]1)=[O:5])[CH3:2].[C:25]([O:29][C:30]([N:32]1[CH2:41][CH2:40][C:39]2[C:34](=[CH:35][C:36]([C:42](O)=[O:43])=[CH:37][CH:38]=2)[CH2:33]1)=[O:31])([CH3:28])([CH3:27])[CH3:26].N1C=CC=CC=1C(O)=O. (2) Given the product [Br:1][C:2]1[CH:3]=[CH:4][C:5]([F:26])=[C:6]([C:8]([NH:19][S:20]([C:22]([CH3:23])([CH3:25])[CH3:24])=[O:21])([CH3:27])[C:9]([F:17])([F:18])[C:10]2([OH:16])[CH2:15][CH2:14][O:13][CH2:12][CH2:11]2)[CH:7]=1, predict the reactants needed to synthesize it. The reactants are: [Br:1][C:2]1[CH:3]=[CH:4][C:5]([F:26])=[C:6](/[C:8](=[N:19]\[S:20]([C:22]([CH3:25])([CH3:24])[CH3:23])=[O:21])/[C:9]([F:18])([F:17])[C:10]2([OH:16])[CH2:15][CH2:14][O:13][CH2:12][CH2:11]2)[CH:7]=1.[CH3:27][Mg+].[Br-]. (3) Given the product [CH2:2]([O:4][C:5](=[O:8])[CH2:6][NH:7][C:16](=[O:20])[CH2:17][CH2:18][CH3:19])[CH3:3], predict the reactants needed to synthesize it. The reactants are: Cl.[CH2:2]([O:4][C:5](=[O:8])[CH2:6][NH2:7])[CH3:3].C(N(CC)CC)C.[C:16](O[C:16](=[O:20])[CH2:17][CH2:18][CH3:19])(=[O:20])[CH2:17][CH2:18][CH3:19].N1C=CC=CC=1. (4) The reactants are: C1(S(CC2C(C(OCC)=O)=C(O)C([C:23]3[CH:27]=[CH:26][O:25][CH:24]=3)=CC=2)(=O)=O)C=CC=CC=1.[CH:28]12[N:35]([S:36]([CH2:39][C:40]3[C:45]([C:46]([O:48][CH3:49])=[O:47])=[C:44]([O:50][CH3:51])[C:43](Br)=[CH:42][CH:41]=3)(=[O:38])=[O:37])[CH:32]([CH2:33][CH2:34]1)[CH2:31][CH2:30][CH2:29]2. Given the product [CH:28]12[N:35]([S:36]([CH2:39][C:40]3[C:45]([C:46]([O:48][CH3:49])=[O:47])=[C:44]([O:50][CH3:51])[C:43]([C:23]4[CH:27]=[CH:26][O:25][CH:24]=4)=[CH:42][CH:41]=3)(=[O:38])=[O:37])[CH:32]([CH2:33][CH2:34]1)[CH2:31][CH2:30][CH2:29]2, predict the reactants needed to synthesize it. (5) The reactants are: [F:1][CH:2]([F:18])[O:3][C:4]1[CH:9]=[CH:8][C:7]([CH2:10][O:11][CH3:12])=[CH:6][C:5]=1[CH:13]1OCC[O:14]1.CC(C)=O.Cl. Given the product [F:1][CH:2]([F:18])[O:3][C:4]1[CH:9]=[CH:8][C:7]([CH2:10][O:11][CH3:12])=[CH:6][C:5]=1[CH:13]=[O:14], predict the reactants needed to synthesize it.